This data is from Forward reaction prediction with 1.9M reactions from USPTO patents (1976-2016). The task is: Predict the product of the given reaction. (1) Given the reactants [F:1][C:2]1[CH:3]=[C:4]([C:8]2[C:12]([C:13]([OH:15])=O)=[C:11]([CH3:16])[O:10][N:9]=2)[CH:5]=[CH:6][CH:7]=1.Cl.C(N=C=NCCCN(C)C)C.[CH3:29][O:30][C:31]1[CH:36]=[CH:35][CH:34]=[CH:33][C:32]=1[N:37]1[CH2:42][CH2:41][NH:40][CH2:39][CH2:38]1, predict the reaction product. The product is: [F:1][C:2]1[CH:3]=[C:4]([C:8]2[C:12]([C:13]([N:40]3[CH2:39][CH2:38][N:37]([C:32]4[CH:33]=[CH:34][CH:35]=[CH:36][C:31]=4[O:30][CH3:29])[CH2:42][CH2:41]3)=[O:15])=[C:11]([CH3:16])[O:10][N:9]=2)[CH:5]=[CH:6][CH:7]=1. (2) Given the reactants [I:1][C:2]1[CH:3]=[C:4]([NH2:9])[C:5]([NH2:8])=[CH:6][CH:7]=1.[C:10]([N:20]1[CH2:25][CH2:24][CH2:23][CH2:22][C@H:21]1[C:26](O)=O)([O:12][CH2:13][C:14]1[CH:19]=[CH:18][CH:17]=[CH:16][CH:15]=1)=[O:11].CCN(C(C)C)C(C)C.CN(C(ON1N=NC2C=CC=NC1=2)=[N+](C)C)C.F[P-](F)(F)(F)(F)F, predict the reaction product. The product is: [CH2:13]([O:12][C:10]([N:20]1[CH2:25][CH2:24][CH2:23][CH2:22][C@H:21]1[C:26]1[NH:8][C:5]2[CH:6]=[CH:7][C:2]([I:1])=[CH:3][C:4]=2[N:9]=1)=[O:11])[C:14]1[CH:15]=[CH:16][CH:17]=[CH:18][CH:19]=1. (3) Given the reactants [Cl:1][CH2:2][CH2:3][O:4][C:5]1[CH:14]=[CH:13][C:8]([C:9]([O:11][CH3:12])=[O:10])=[CH:7][C:6]=1[O:15][CH3:16].[N:17]([O-:19])=[O:18].[Na+].C(O)(=O)C.[N+]([O-])(O)=O, predict the reaction product. The product is: [CH3:16][O:15][C:6]1[C:5]([O:4][CH2:3][CH2:2][Cl:1])=[CH:14][C:13]([N+:17]([O-:19])=[O:18])=[C:8]([CH:7]=1)[C:9]([O:11][CH3:12])=[O:10]. (4) Given the reactants [C:1]([O:5][C:6]([N:8]([CH3:22])[CH2:9][CH2:10][C@H:11]1[CH2:16][CH2:15][C@H:14]([CH2:17][O:18]C(=O)C)[CH2:13][CH2:12]1)=[O:7])([CH3:4])([CH3:3])[CH3:2].[OH-].[Na+].CO, predict the reaction product. The product is: [C:1]([O:5][C:6](=[O:7])[N:8]([CH2:9][CH2:10][C@H:11]1[CH2:12][CH2:13][C@H:14]([CH2:17][OH:18])[CH2:15][CH2:16]1)[CH3:22])([CH3:2])([CH3:4])[CH3:3].